Dataset: Forward reaction prediction with 1.9M reactions from USPTO patents (1976-2016). Task: Predict the product of the given reaction. (1) The product is: [C:11]([C:9]1[CH:8]=[C:7]([CH:15]2[CH2:16][C:17]([C:19]3[CH:28]=[CH:27][C:22]([C:23]([O:25][CH3:26])=[O:24])=[CH:21][CH:20]=3)=[N:39][N:38]2[C:35]2[CH:34]=[CH:33][C:32]([N+:29]([O-:31])=[O:30])=[CH:37][CH:36]=2)[CH:6]=[C:5]([C:1]([CH3:4])([CH3:2])[CH3:3])[CH:10]=1)([CH3:14])([CH3:13])[CH3:12]. Given the reactants [C:1]([C:5]1[CH:6]=[C:7](/[CH:15]=[CH:16]/[C:17]([C:19]2[CH:28]=[CH:27][C:22]([C:23]([O:25][CH3:26])=[O:24])=[CH:21][CH:20]=2)=O)[CH:8]=[C:9]([C:11]([CH3:14])([CH3:13])[CH3:12])[CH:10]=1)([CH3:4])([CH3:3])[CH3:2].[N+:29]([C:32]1[CH:37]=[CH:36][C:35]([NH:38][NH2:39])=[CH:34][CH:33]=1)([O-:31])=[O:30].CS(O)(=O)=O, predict the reaction product. (2) Given the reactants [N+:1]([C:4]1[CH:9]=[C:8](B2OC(C)(C)C(C)(C)O2)[CH:7]=[CH:6][C:5]=1[C:19]1[N:23]([C@H:24]2[CH2:28][CH2:27][O:26][CH2:25]2)[N:22]=[CH:21][C:20]=1[C:29]([O:31][CH2:32][CH3:33])=[O:30])([O-:3])=[O:2].Br[C:35]1[C:36]([CH3:46])=[N:37][C:38]([O:42][CH:43]([CH3:45])[CH3:44])=[CH:39][C:40]=1[CH3:41].C(=O)([O-])[O-].[Cs+].[Cs+], predict the reaction product. The product is: [CH:43]([O:42][C:38]1[N:37]=[C:36]([CH3:46])[C:35]([C:8]2[CH:7]=[CH:6][C:5]([C:19]3[N:23]([C@H:24]4[CH2:28][CH2:27][O:26][CH2:25]4)[N:22]=[CH:21][C:20]=3[C:29]([O:31][CH2:32][CH3:33])=[O:30])=[C:4]([N+:1]([O-:3])=[O:2])[CH:9]=2)=[C:40]([CH3:41])[CH:39]=1)([CH3:45])[CH3:44]. (3) Given the reactants [CH3:1][N:2]([C:14]([NH:16][C@H:17]([C:21]([OH:23])=O)[CH:18]([CH3:20])[CH3:19])=[O:15])[CH2:3][C:4]1[N:5]=[C:6]([N:9]2[CH2:13][CH2:12][CH2:11][CH2:10]2)[S:7][CH:8]=1.[NH2:24][C@@H:25]([CH2:47][C:48]1[CH:53]=[CH:52][CH:51]=[CH:50][CH:49]=1)[CH2:26][C@H:27]([OH:46])[C@@H:28]([NH:36][C:37]([O:39][CH2:40][C:41]1[O:45][N:44]=[CH:43][CH:42]=1)=[O:38])[CH2:29][C:30]1[CH:35]=[CH:34][CH:33]=[CH:32][CH:31]=1, predict the reaction product. The product is: [CH3:1][N:2]([C:14]([NH:16][C@H:17]([C:21]([NH:24][C@@H:25]([CH2:47][C:48]1[CH:49]=[CH:50][CH:51]=[CH:52][CH:53]=1)[CH2:26][C@H:27]([OH:46])[C@@H:28]([NH:36][C:37]([O:39][CH2:40][C:41]1[O:45][N:44]=[CH:43][CH:42]=1)=[O:38])[CH2:29][C:30]1[CH:31]=[CH:32][CH:33]=[CH:34][CH:35]=1)=[O:23])[CH:18]([CH3:19])[CH3:20])=[O:15])[CH2:3][C:4]1[N:5]=[C:6]([N:9]2[CH2:10][CH2:11][CH2:12][CH2:13]2)[S:7][CH:8]=1. (4) The product is: [CH2:3]([N:10]1[CH2:15][CH2:14][N:13]([C:38]2[CH:39]=[CH:40][C:35]([O:34][CH2:27][C:28]3[CH:33]=[CH:32][CH:31]=[CH:30][CH:29]=3)=[CH:36][CH:37]=2)[C@@H:12]([CH2:16][O:17][CH2:18][C:19]2[CH:20]=[CH:21][C:22]([O:25][CH3:26])=[CH:23][CH:24]=2)[CH2:11]1)[C:4]1[CH:5]=[CH:6][CH:7]=[CH:8][CH:9]=1. Given the reactants N#N.[CH2:3]([N:10]1[CH2:15][CH2:14][NH:13][C@@H:12]([CH2:16][O:17][CH2:18][C:19]2[CH:24]=[CH:23][C:22]([O:25][CH3:26])=[CH:21][CH:20]=2)[CH2:11]1)[C:4]1[CH:9]=[CH:8][CH:7]=[CH:6][CH:5]=1.[CH2:27]([O:34][C:35]1[CH:40]=[CH:39][C:38](Br)=[CH:37][CH:36]=1)[C:28]1[CH:33]=[CH:32][CH:31]=[CH:30][CH:29]=1.CC(C)([O-])C.[Na+], predict the reaction product. (5) Given the reactants [F:1][CH2:2][CH2:3][N:4]([C:6]1[CH:13]=[CH:12][C:9]([CH:10]=O)=[CH:8][CH:7]=1)[CH3:5].[O:14]1[C:18]([C:19]2[CH:24]=[CH:23][C:22]([NH:25][NH2:26])=[CH:21][CH:20]=2)=[CH:17][N:16]=[CH:15]1, predict the reaction product. The product is: [O:14]1[C:18]([C:19]2[CH:20]=[CH:21][C:22]([NH:25][N:26]=[CH:10][C:9]3[CH:12]=[CH:13][C:6]([N:4]([CH2:3][CH2:2][F:1])[CH3:5])=[CH:7][CH:8]=3)=[CH:23][CH:24]=2)=[CH:17][N:16]=[CH:15]1. (6) Given the reactants [CH2:1]([NH:8][C:9](=[O:16])[NH:10][O:11][CH2:12][C:13]([OH:15])=O)[C:2]1[CH:7]=[CH:6][CH:5]=[CH:4][CH:3]=1.[NH2:17][C@H:18]([C:31]([N:33]([C@@H:45]([CH3:53])[CH:46]([O:50][CH2:51][CH3:52])[O:47][CH2:48][CH3:49])[CH2:34][C:35]1[CH:36]=[CH:37][CH:38]=[C:39]2[C:44]=1[N:43]=[CH:42][CH:41]=[CH:40]2)=[O:32])[CH2:19][CH2:20][CH2:21][CH2:22][NH:23][C:24](=[O:30])[O:25][C:26]([CH3:29])([CH3:28])[CH3:27], predict the reaction product. The product is: [CH2:51]([O:50][CH:46]([O:47][CH2:48][CH3:49])[C@@H:45]([N:33]([CH2:34][C:35]1[CH:36]=[CH:37][CH:38]=[C:39]2[C:44]=1[N:43]=[CH:42][CH:41]=[CH:40]2)[C:31]([C@H:18]([CH2:19][CH2:20][CH2:21][CH2:22][NH:23][C:24](=[O:30])[O:25][C:26]([CH3:28])([CH3:29])[CH3:27])[NH:17][C:13](=[O:15])[CH2:12][O:11][NH:10][C:9](=[O:16])[NH:8][CH2:1][C:2]1[CH:3]=[CH:4][CH:5]=[CH:6][CH:7]=1)=[O:32])[CH3:53])[CH3:52]. (7) The product is: [CH3:1][O:2][C:3]([C:5]1[S:6][C:7]([C:24]2[CH:29]=[CH:28][C:27]([F:30])=[CH:26][CH:25]=2)=[CH:8][C:9]=1[N:10]1[C:15](=[O:16])[CH2:14][CH2:13][CH2:12][CH:11]1[CH:17]1[CH2:22][CH2:21][CH2:20][CH2:19][CH2:18]1)=[O:4]. Given the reactants [CH3:1][O:2][C:3]([C:5]1[S:6][CH:7]=[CH:8][C:9]=1[N:10]1[C:15](=[O:16])[CH2:14][CH2:13][CH2:12][CH:11]1[CH:17]1[CH2:22][CH2:21][CH2:20][CH2:19][CH2:18]1)=[O:4].Br[C:24]1[CH:29]=[CH:28][C:27]([F:30])=[CH:26][CH:25]=1.C(=O)([O-])[O-].[K+].[K+].F[B-](F)(F)F.C(O)(=O)C(C)(C)C, predict the reaction product. (8) Given the reactants C[O:2][C:3](=[O:32])[CH2:4][C:5]1[C:13]2[C:8](=[CH:9][CH:10]=[CH:11][C:12]=2[F:14])[NH:7][C:6]=1[C:15]1[CH:20]=[CH:19][C:18]([Cl:21])=[C:17]([S:22](=[O:31])(=[O:30])[NH:23][CH:24]2[CH2:29][CH2:28][CH2:27][CH2:26][CH2:25]2)[CH:16]=1.O.[OH-].[Li+].CCOC(C)=O, predict the reaction product. The product is: [Cl:21][C:18]1[CH:19]=[CH:20][C:15]([C:6]2[NH:7][C:8]3[C:13]([C:5]=2[CH2:4][C:3]([OH:32])=[O:2])=[C:12]([F:14])[CH:11]=[CH:10][CH:9]=3)=[CH:16][C:17]=1[S:22](=[O:31])(=[O:30])[NH:23][CH:24]1[CH2:29][CH2:28][CH2:27][CH2:26][CH2:25]1. (9) The product is: [Cl:8][CH2:9][C:10]1[N:1]=[C:2]2[N:14]=[CH:6][CH:5]=[CH:4][N:3]2[CH:12]=1. Given the reactants [NH2:1][C:2]1C=[CH:6][CH:5]=[CH:4][N:3]=1.[Cl:8][CH2:9][C:10]([CH2:12]Cl)=O.[N:14]#N, predict the reaction product.